From a dataset of Forward reaction prediction with 1.9M reactions from USPTO patents (1976-2016). Predict the product of the given reaction. (1) The product is: [CH3:1][O:3][C:4](=[O:17])[CH2:5][NH:6][C:7]1[CH:8]=[CH:9][CH:10]=[C:11]2[C:16]=1[CH2:15][N:14]([CH:18]1[CH2:21][CH2:20][CH2:19]1)[CH2:13][CH2:12]2. Given the reactants [CH2:1]([O:3][C:4](=[O:17])[CH2:5][NH:6][C:7]1[CH:8]=[CH:9][CH:10]=[C:11]2[C:16]=1[CH2:15][NH:14][CH2:13][CH2:12]2)C.[C:18]1(=O)[CH2:21][CH2:20][CH2:19]1.[BH3-]C#N.[Na+].O, predict the reaction product. (2) Given the reactants [CH3:1][C:2]([CH3:35])([CH3:34])[C:3](=[O:33])[CH2:4][NH:5][C:6]([C:8]1[CH:13]=[CH:12][C:11]([CH:14]([NH:21][C:22]2[CH:31]=[CH:30][C:25]([C:26]([O:28][CH3:29])=[O:27])=[CH:24][CH:23]=2)[CH2:15][CH2:16][C:17]([F:20])([F:19])[F:18])=[C:10]([CH3:32])[CH:9]=1)=O.P(Cl)(Cl)(Cl)=O, predict the reaction product. The product is: [C:2]([C:3]1[O:33][C:6]([C:8]2[CH:13]=[CH:12][C:11]([CH:14]([NH:21][C:22]3[CH:31]=[CH:30][C:25]([C:26]([O:28][CH3:29])=[O:27])=[CH:24][CH:23]=3)[CH2:15][CH2:16][C:17]([F:20])([F:19])[F:18])=[C:10]([CH3:32])[CH:9]=2)=[N:5][CH:4]=1)([CH3:34])([CH3:1])[CH3:35]. (3) Given the reactants CS(O[CH2:6][C@@H:7]1[C@H:10]([NH:11][C:12]([O:14][CH2:15][C:16]2[CH:21]=[CH:20][CH:19]=[CH:18][CH:17]=2)=[O:13])[C:9](=[O:22])[N:8]1[CH2:23][C:24]1[CH:29]=[CH:28][C:27]([O:30][CH3:31])=[CH:26][C:25]=1[O:32][CH3:33])(=O)=O.[CH3:34][C:35]1[N:39]=[CH:38][NH:37][N:36]=1.C([O-])([O-])=O.[K+].[K+].[Na+].[I-], predict the reaction product. The product is: [CH2:15]([O:14][C:12](=[O:13])[NH:11][C@@H:10]1[C:9](=[O:22])[N:8]([CH2:23][C:24]2[CH:29]=[CH:28][C:27]([O:30][CH3:31])=[CH:26][C:25]=2[O:32][CH3:33])[C@@H:7]1[CH2:6][N:36]1[C:35]([CH3:34])=[N:39][CH:38]=[N:37]1)[C:16]1[CH:21]=[CH:20][CH:19]=[CH:18][CH:17]=1. (4) Given the reactants [OH:1][C:2]1[C:11]2[C:6](=[CH:7][CH:8]=[CH:9][CH:10]=2)[N:5]=[CH:4][C:3]=1[C:12]([O:14][CH2:15][CH3:16])=[O:13].[F:17][C:18]([F:27])([F:26])C1C=CC(N)=CC=1, predict the reaction product. The product is: [OH:1][C:2]1[C:11]2[C:6](=[CH:7][CH:8]=[C:9]([C:18]([F:27])([F:26])[F:17])[CH:10]=2)[N:5]=[CH:4][C:3]=1[C:12]([O:14][CH2:15][CH3:16])=[O:13]. (5) Given the reactants S(=O)(=O)(O)O.[I:6][CH2:7][CH2:8][CH2:9][C:10]([OH:12])=[O:11].[CH2:13]=[C:14]([CH3:16])[CH3:15].C(=O)(O)[O-].[Na+], predict the reaction product. The product is: [I:6][CH2:7][CH2:8][CH2:9][C:10]([O:12][C:14]([CH3:16])([CH3:15])[CH3:13])=[O:11]. (6) Given the reactants [OH:1][C:2]1[CH:7]=[CH:6][C:5]([C:8](=[C:20]2[CH2:25][C:24]([CH3:27])([CH3:26])[CH2:23][C:22]([CH3:29])([CH3:28])[CH2:21]2)[C:9]2[CH:14]=[CH:13][C:12]([CH2:15][C:16]([O:18]C)=[O:17])=[CH:11][CH:10]=2)=[CH:4][CH:3]=1.[OH-].[Na+].Cl, predict the reaction product. The product is: [OH:1][C:2]1[CH:7]=[CH:6][C:5]([C:8](=[C:20]2[CH2:21][C:22]([CH3:29])([CH3:28])[CH2:23][C:24]([CH3:27])([CH3:26])[CH2:25]2)[C:9]2[CH:14]=[CH:13][C:12]([CH2:15][C:16]([OH:18])=[O:17])=[CH:11][CH:10]=2)=[CH:4][CH:3]=1.